Dataset: Forward reaction prediction with 1.9M reactions from USPTO patents (1976-2016). Task: Predict the product of the given reaction. (1) Given the reactants [NH2:1][C:2]1[N:23]=[C:22](Cl)[CH:21]=[CH:20][C:3]=1[C:4]([NH:6][CH2:7][C:8]1[S:9][C:10]([O:13][C:14]2[CH:19]=[CH:18][CH:17]=[CH:16][CH:15]=2)=[CH:11][CH:12]=1)=[O:5].C1C=CC([CH2:31][C:32]([NH:34]CN[C@H](C(O)=O)CC2C=CC([N+]([O-])=O)=CC=2)=O)=CC=1.C(N)C, predict the reaction product. The product is: [NH2:1][C:2]1[N:23]=[C:22]([NH:34][CH2:32][CH3:31])[CH:21]=[CH:20][C:3]=1[C:4]([NH:6][CH2:7][C:8]1[S:9][C:10]([O:13][C:14]2[CH:19]=[CH:18][CH:17]=[CH:16][CH:15]=2)=[CH:11][CH:12]=1)=[O:5]. (2) Given the reactants [C:1]([N:4]1[C:12]2[C:7](=[CH:8][C:9]([O:45][CH3:46])=[C:10]([NH:13][C:14]3[N:15]=[C:16]([NH:33][C:34]4[CH:43]=[CH:42][CH:41]=[C:40]([F:44])[C:35]=4[C:36]([NH:38][CH3:39])=[O:37])[C:17]4[CH:22]=[CH:21][N:20](S(C5C=CC(C)=CC=5)(=O)=O)[C:18]=4[N:19]=3)[CH:11]=2)[CH2:6][CH2:5]1)(=[O:3])[CH3:2].C[O-].[Na+], predict the reaction product. The product is: [C:1]([N:4]1[C:12]2[C:7](=[CH:8][C:9]([O:45][CH3:46])=[C:10]([NH:13][C:14]3[NH:19][C:18]4=[N:20][CH:21]=[CH:22][C:17]4=[C:16]([NH:33][C:34]4[CH:43]=[CH:42][CH:41]=[C:40]([F:44])[C:35]=4[C:36]([NH:38][CH3:39])=[O:37])[N:15]=3)[CH:11]=2)[CH2:6][CH2:5]1)(=[O:3])[CH3:2]. (3) Given the reactants Cl[C:2]1[CH:7]=[C:6]([O:8][CH3:9])[C:5]([N+:10]([O-:12])=[O:11])=[CH:4][N:3]=1.[CH3:13][O-:14].[Na+], predict the reaction product. The product is: [CH3:13][O:14][C:2]1[CH:7]=[C:6]([O:8][CH3:9])[C:5]([N+:10]([O-:12])=[O:11])=[CH:4][N:3]=1.